This data is from Forward reaction prediction with 1.9M reactions from USPTO patents (1976-2016). The task is: Predict the product of the given reaction. (1) Given the reactants C(OCC[C:9]1[N:14]=[C:13]([N:15]2[CH2:24][CH2:23][C:22]3[C:21]([C:25]4[CH:30]=[CH:29][CH:28]=[CH:27][CH:26]=4)=[N:20][C:19]([CH3:31])=[N:18][C:17]=3[CH2:16]2)[CH:12]=[CH:11][N:10]=1)(=O)CCC.CC1N=C(C2C=CC=CC=2)C2CCNCC=2N=1.[C:49](O[C@@H](C1N=C(Cl)C=CN=1)C)(=[O:53])[CH2:50]CC.C(N(CC)CC)C, predict the reaction product. The product is: [CH3:31][C:19]1[N:20]=[C:21]([C:25]2[CH:26]=[CH:27][CH:28]=[CH:29][CH:30]=2)[C:22]2[CH2:23][CH2:24][N:15]([C:13]3[CH:12]=[CH:11][N:10]=[C:9]([C@H:49]([OH:53])[CH3:50])[N:14]=3)[CH2:16][C:17]=2[N:18]=1. (2) Given the reactants [CH3:1][CH:2]([C:19]([NH:21][CH2:22][C:23]([F:29])([F:28])[C:24]([F:27])([F:26])[F:25])=[O:20])[C:3]([NH:5][C@@H:6]1[C:12](=[O:13])[N:11]([CH3:14])[C:10]2[CH:15]=[CH:16][CH:17]=[CH:18][C:9]=2[NH:8][CH2:7]1)=[O:4].ClCCl.[C:33](Cl)(=[O:40])[C:34]1[CH:39]=[CH:38][CH:37]=[CH:36][CH:35]=1.Cl, predict the reaction product. The product is: [C:33]([N:8]1[CH2:7][C@H:6]([NH:5][C:3](=[O:4])[CH:2]([CH3:1])[C:19]([NH:21][CH2:22][C:23]([F:29])([F:28])[C:24]([F:26])([F:25])[F:27])=[O:20])[C:12](=[O:13])[N:11]([CH3:14])[C:10]2[CH:15]=[CH:16][CH:17]=[CH:18][C:9]1=2)(=[O:40])[C:34]1[CH:39]=[CH:38][CH:37]=[CH:36][CH:35]=1.